This data is from Experimentally validated miRNA-target interactions with 360,000+ pairs, plus equal number of negative samples. The task is: Binary Classification. Given a miRNA mature sequence and a target amino acid sequence, predict their likelihood of interaction. (1) The miRNA is hsa-miR-3941 with sequence UUACACACAACUGAGGAUCAUA. The protein sequence of the target gene is MVHGSVTFRDVAIDFSQEEWECLQPDQRTLYRDVMLENYSHLISLGSSISKPDVITLLEQEKEPWMVVRKETSRRYPDLELKYGPEKVSPENDTSEVNLPKQVIKQISTTLGIEAFYFRNDSEYRQFEGLQGYQEGNINQKMISYEKLPTHTPHASLICNTHKPYECKECGKYFSRSANLIQHQSIHTGEKPFECKECGKAFRLHIQFTRHQKFHTGEKPFECNECGKAFSLLTLLNRHKNIHTGEKLFECKECGKSFNRSSNLVQHQSIHSGVKPYECKECGKGFNRGAHLIQHQKIHS.... Result: 1 (interaction). (2) The miRNA is hsa-miR-4476 with sequence CAGGAAGGAUUUAGGGACAGGC. The protein sequence of the target gene is MAGAGPKRRALAAPAAEEKEEAREKMLAAKSADGSAPAGEGEGVTLQRNITLLNGVAIIVGTIIGSGIFVTPTGVLKEAGSPGLALVVWAACGVFSIVGALCYAELGTTISKSGGDYAYMLEVYGSLPAFLKLWIELLIIRPSSQYIVALVFATYLLKPLFPTCPVPEEAAKLVACLCVLLLTAVNCYSVKAATRVQDAFAAAKLLALALIILLGFVQIGKGDVSNLDPNFSFEGTKLDVGNIVLALYSGLFAYGGWNYLNFVTEEMINPYRNLPLAIIISLPIVTLVYVLTNLAYFTTL.... Result: 1 (interaction). (3) The miRNA is mmu-miR-137-3p with sequence UUAUUGCUUAAGAAUACGCGUAG. The protein sequence of the target gene is MAVDITLLFRASVKTVKTRNKALGVAVGGGVDGSRDELFRRSPRPKGDFSSRAREVISHIGKLRDFLLEHRKDYINAYSHTMSEYGRMTDTERDQIDQDAQIFMRTCSEAIQQLRTEAHKEIHSQQVKEHRTAVLDFIEDYLKRVCKLYSEQRAIRVKRVVDKKRLSKLEPEPNTKTRESTSSEKVSQSPSKDSEENPATEERPEKILAETQPELGTWGDGKGEDELSPEEIQMFEQENQRLIGEMNSLFDEVRQIEGRVVEISRLQEIFTEKVLQQEAEIDSIHQLVVGATENIKEGNE.... Result: 0 (no interaction). (4) Result: 0 (no interaction). The protein sequence of the target gene is MKKIRICHIFTFYSWMSYDVLFQRTELGALEIWRQLICAHVCICVGWLYLRDRVCSKKDIILRTEQNSGRTILIKAVTEKNFETKDFRASLENGVLLCDLINKLKPGVIKKINRLSTPIAGLDNINVFLKACEQIGLKEAQLFHPGDLQDLSNRVTVKQEETDRRVKNVLITLYWLGRKAQSNPYYNGPHLNLKAFENLLGQALTKALEDSSFLKRSGRDSGYGDIWCPERGEFLAPPRHHKREDSFESLDSLGSRSLTSCSSDITLRGGREGFESDTDSEFTFKMQDYNKDDMSYRRIS.... The miRNA is hsa-miR-6761-5p with sequence UCUGAGAGAGCUCGAUGGCAG. (5) The miRNA is mmu-miR-467a-5p with sequence UAAGUGCCUGCAUGUAUAUGCG. The protein sequence of the target gene is MGISCSHLEETMSKPPDCLLRMLRGTPRQRVFTFFIISFKFMFLISILIYWHTVGAPKDQREYSLPVDFSCPQLAFPRVSAPGNIFFLETSDRTSPNFLFMCSVESAARAHPESQVVVLMKGLPRDTTAQPRNLGISLLSCFPNVWIRPLDLQELFEDTPLAAWYSEARHRWEPYQLPVLSDASRIALLWKFGGIYLDTDFIVLKNLLNLTNTLGIQSRYVLNGAFLAFERKHEFLALCLHDFVANYNGWIWGHQGPQLLTRVFKKWCSIQSLEKSHACRGVTALPPEAFYPIPWQNWKK.... Result: 0 (no interaction). (6) Result: 0 (no interaction). The protein sequence of the target gene is MHWGVGFASSRPCVVDLSWNQSISFFGWWAGSEEPFSFYGDIIAFPLQDYGGIMAGLGSDPWWKKTLYLTGGALLAAAAYLLHELLVIRKQQEIDSKDAIILHQFARPNNGVPSLSPFCLKMETYLRMADLPYQNYFGGKLSAQGKMPWIEYNHEKVSGTEFIIDFLEEKLGVNLNKNLGPHERAISRAVTKMVEEHFYWTLAYCQWVDNLNETRKMLSLSGGGPFSNLLRWVVCHITKGIVKREMHGHGIGRFSEEEIYMLMEKDMRSLAGLLGDKKYIMGPKLSTLDATVFGHLAQAM.... The miRNA is hsa-miR-5011-5p with sequence UAUAUAUACAGCCAUGCACUC. (7) The miRNA is ath-miR774a with sequence UUGGUUACCCAUAUGGCCAUC. The protein sequence of the target gene is MEEEIAALVIDNGSGMCKAGFAGDDAPRAVFPSIVGRPRHQGVMVGMGQKDSYVGDEAQSKRGILTLKYPIEHGIVTNWDDMEKIWHHTFYNELRVAPEEHPVLLTEAPLNPKANREKMTQIMFETFNTPAMYVAIQAVLSLYASGRTTGIVMDSGDGVTHTVPIYEGYALPHAILRLDLAGRDLTDYLMKILTERGYSFTTTAEREIVRDIKEKLCYVALDFEQEMATAASSSSLEKSYELPDGQVITIGNERFRCPEALFQPSFLGMESCGIHETTFNSIMKCDVDIRKDLYANTVLS.... Result: 0 (no interaction).